Dataset: Full USPTO retrosynthesis dataset with 1.9M reactions from patents (1976-2016). Task: Predict the reactants needed to synthesize the given product. (1) Given the product [ClH:1].[Cl:1][C:2]1[CH:7]=[CH:6][C:5]([CH2:8][N:9]2[CH:13]=[CH:12][C:11]([NH:14][C:15]([C:17]3[CH:22]=[CH:21][N:20]=[CH:19][C:18]=3[CH3:23])=[O:16])=[N:10]2)=[C:4]([C:24]([F:27])([F:25])[F:26])[CH:3]=1, predict the reactants needed to synthesize it. The reactants are: [Cl:1][C:2]1[CH:7]=[CH:6][C:5]([CH2:8][N:9]2[CH:13]=[CH:12][C:11]([NH:14][C:15]([C:17]3[CH:22]=[CH:21][N:20]=[CH:19][C:18]=3[CH3:23])=[O:16])=[N:10]2)=[C:4]([C:24]([F:27])([F:26])[F:25])[CH:3]=1.Cl.O1CCOCC1. (2) Given the product [CH2:19]([O:26][NH:27][C:12](=[O:14])[C:11]1[CH:15]=[CH:16][N:17]=[CH:18][C:10]=1[NH:9][C:3]1[CH:4]=[CH:5][C:6]([I:8])=[CH:7][C:2]=1[F:1])[C:20]1[CH:25]=[CH:24][CH:23]=[CH:22][CH:21]=1, predict the reactants needed to synthesize it. The reactants are: [F:1][C:2]1[CH:7]=[C:6]([I:8])[CH:5]=[CH:4][C:3]=1[NH:9][C:10]1[CH:18]=[N:17][CH:16]=[CH:15][C:11]=1[C:12]([OH:14])=O.[CH2:19]([O:26][NH2:27])[C:20]1[CH:25]=[CH:24][CH:23]=[CH:22][CH:21]=1. (3) Given the product [CH3:1][O:2][C:3]1[CH:4]=[CH:5][C:6]([C:9]2[C:13]([C:14]([N:59]3[CH2:60][CH2:61][C:57]([C:54]4[CH:55]=[N:56][C:51]([CH3:50])=[CH:52][CH:53]=4)([OH:62])[CH2:58]3)=[O:16])=[CH:12][O:11][N:10]=2)=[CH:7][CH:8]=1, predict the reactants needed to synthesize it. The reactants are: [CH3:1][O:2][C:3]1[CH:8]=[CH:7][C:6]([C:9]2[C:13]([C:14]([OH:16])=O)=[CH:12][O:11][N:10]=2)=[CH:5][CH:4]=1.C(N(C(C)C)C(C)C)C.CN(C(ON1N=NC2C=CC=CC1=2)=[N+](C)C)C.[B-](F)(F)(F)F.Cl.Cl.[CH3:50][C:51]1[N:56]=[CH:55][C:54]([C:57]2([OH:62])[CH2:61][CH2:60][NH:59][CH2:58]2)=[CH:53][CH:52]=1. (4) Given the product [Br:1][C:2]1[CH:3]=[C:4]([CH:9]=[CH:10][C:11]=1[O:12][CH:14]1[CH2:15][CH2:16][CH2:17][CH2:18][O:13]1)[C:5]([O:7][CH3:8])=[O:6], predict the reactants needed to synthesize it. The reactants are: [Br:1][C:2]1[CH:3]=[C:4]([CH:9]=[CH:10][C:11]=1[OH:12])[C:5]([O:7][CH3:8])=[O:6].[O:13]1[CH:18]=[CH:17][CH2:16][CH2:15][CH2:14]1.O.CC1C=CC(S(O)(=O)=O)=CC=1. (5) Given the product [CH3:18][O:10][C:4]1[CH:5]=[C:6]([F:9])[C:7]([F:8])=[C:2]([F:1])[C:3]=1[N+:11]([O-:13])=[O:12], predict the reactants needed to synthesize it. The reactants are: [F:1][C:2]1[C:3]([N+:11]([O-:13])=[O:12])=[C:4]([OH:10])[CH:5]=[C:6]([F:9])[C:7]=1[F:8].S(OC)(O[CH3:18])(=O)=O. (6) Given the product [F:13][C:12]1[C:5]2[N:4]=[CH:3][N:7]([CH3:8])[C:6]=2[CH:9]=[C:10]([C:23]([O:25][CH3:26])=[O:24])[C:11]=1[NH:14][C:15]1[CH:20]=[CH:19][C:18]([I:21])=[CH:17][C:16]=1[F:22], predict the reactants needed to synthesize it. The reactants are: [I-].C[C:3]1[N:4](CC=C)[C:5]2[C:12]([F:13])=[C:11]([NH:14][C:15]3[CH:20]=[CH:19][C:18]([I:21])=[CH:17][C:16]=3[F:22])[C:10]([C:23]([O:25][CH3:26])=[O:24])=[CH:9][C:6]=2[N+:7]=1[CH3:8].C1(P(C2C=CC=CC=2)C2C=CC=CC=2)C=CC=CC=1.N1CCCC1.O. (7) Given the product [F:26][C:23]1[CH:24]=[CH:25][C:20]([O:19][CH2:18][CH2:17][N:3]2[CH2:2][CH:1]3[NH:8][CH:5]([CH2:6][CH2:7]3)[CH2:4]2)=[CH:21][CH:22]=1, predict the reactants needed to synthesize it. The reactants are: [CH:1]12[N:8](C(OC(C)(C)C)=O)[CH:5]([CH2:6][CH2:7]1)[CH2:4][NH:3][CH2:2]2.Br[CH2:17][CH2:18][O:19][C:20]1[CH:25]=[CH:24][C:23]([F:26])=[CH:22][CH:21]=1.C([O-])([O-])=O.[Cs+].[Cs+]. (8) Given the product [C:18]([C:20]1[CH:25]=[C:24]([F:26])[CH:23]=[CH:22][C:21]=1[NH:27][C:28]1[CH:41]=[CH:40][C:31]([CH2:32][NH:33][C:34]([C:36]2([NH:39][C:8]([C:5]3[CH:6]=[N:7][C:2]([CH3:1])=[N:3][CH:4]=3)=[O:10])[CH2:38][CH2:37]2)=[O:35])=[CH:30][CH:29]=1)#[N:19], predict the reactants needed to synthesize it. The reactants are: [CH3:1][C:2]1[N:7]=[CH:6][C:5]([C:8]([OH:10])=O)=[CH:4][N:3]=1.FC(F)(F)C(O)=O.[C:18]([C:20]1[CH:25]=[C:24]([F:26])[CH:23]=[CH:22][C:21]=1[NH:27][C:28]1[CH:41]=[CH:40][C:31]([CH2:32][NH:33][C:34]([C:36]2([NH2:39])[CH2:38][CH2:37]2)=[O:35])=[CH:30][CH:29]=1)#[N:19].